This data is from Catalyst prediction with 721,799 reactions and 888 catalyst types from USPTO. The task is: Predict which catalyst facilitates the given reaction. (1) Reactant: [Br:1][C:2]1[CH:7]=[CH:6][C:5]([CH:8]([O:10][C:11]2[CH:16]=[CH:15][C:14](Cl)=[C:13]([N+:18]([O-:20])=[O:19])[CH:12]=2)[CH3:9])=[CH:4][CH:3]=1.[SH:21][C:22]1[CH:27]=[CH:26][C:25]([OH:28])=[CH:24][CH:23]=1.C([O-])([O-])=O.[K+].[K+].O. Product: [Br:1][C:2]1[CH:7]=[CH:6][C:5]([CH:8]([O:10][C:11]2[CH:16]=[CH:15][C:14]([S:21][C:22]3[CH:27]=[CH:26][C:25]([OH:28])=[CH:24][CH:23]=3)=[C:13]([N+:18]([O-:20])=[O:19])[CH:12]=2)[CH3:9])=[CH:4][CH:3]=1. The catalyst class is: 3. (2) Reactant: C1(S([N:10]2[C:14]3=[N:15][CH:16]=[CH:17][CH:18]=[C:13]3[CH:12]=[C:11]2[C:19]([C:27]2[CH:32]=[CH:31][C:30]([S:33]([CH3:36])(=[O:35])=[O:34])=[CH:29][N:28]=2)(O)[CH2:20][CH:21]2[CH2:25][CH2:24][CH2:23][CH2:22]2)(=O)=O)C=CC=CC=1.[F-].C([N+](CCCC)(CCCC)CCCC)CCC.O1CCCC1. Product: [CH:21]1([CH:20]=[C:19]([C:11]2[NH:10][C:14]3=[N:15][CH:16]=[CH:17][CH:18]=[C:13]3[CH:12]=2)[C:27]2[CH:32]=[CH:31][C:30]([S:33]([CH3:36])(=[O:35])=[O:34])=[CH:29][N:28]=2)[CH2:25][CH2:24][CH2:23][CH2:22]1. The catalyst class is: 170. (3) Reactant: [F:1][C:2]1[CH:7]=[CH:6][C:5]([CH:8]([OH:32])[CH:9]([NH:24]C(=O)OC(C)(C)C)[CH2:10][C:11]2[CH:16]=[CH:15][CH:14]=[C:13]([CH2:17][C:18]([F:23])([F:22])[CH:19]([F:21])[F:20])[CH:12]=2)=[CH:4][CH:3]=1. Product: [NH2:24][CH:9]([CH2:10][C:11]1[CH:16]=[CH:15][CH:14]=[C:13]([CH2:17][C:18]([F:23])([F:22])[CH:19]([F:21])[F:20])[CH:12]=1)[CH:8]([C:5]1[CH:4]=[CH:3][C:2]([F:1])=[CH:7][CH:6]=1)[OH:32]. The catalyst class is: 55. (4) Reactant: [CH2:1]([N:3]1[C:7](=[S:8])[CH2:6][O:5][C:4]1=[S:9])[CH3:2].[CH3:10][O:11][C:12]1[CH:17]=[CH:16][CH:15]=[CH:14][C:13]=1[C:18]1[O:22][C:21]([CH:23]=O)=[CH:20][CH:19]=1.C([O-])(=O)C.[Na+]. Product: [CH2:1]([N:3]1[C:7](=[S:8])[C:6](=[CH:23][C:21]2[O:22][C:18]([C:13]3[CH:14]=[CH:15][CH:16]=[CH:17][C:12]=3[O:11][CH3:10])=[CH:19][CH:20]=2)[O:5][C:4]1=[S:9])[CH3:2]. The catalyst class is: 15. (5) Reactant: Br[C:2]1[CH:7]=[CH:6][C:5]([C:8]2[O:12][N:11]=[C:10]([CH3:13])[C:9]=2[C:14]([OH:16])=[O:15])=[CH:4][CH:3]=1.[CH2:17]([O:19][C:20](=[O:37])[CH2:21][C:22]1[CH:27]=[CH:26][C:25](B2OC(C)(C)C(C)(C)O2)=[CH:24][CH:23]=1)[CH3:18].C(=O)(O)[O-].[Na+]. Product: [CH2:17]([O:19][C:20]([CH2:21][C:22]1[CH:27]=[CH:26][C:25]([C:2]2[CH:7]=[CH:6][C:5]([C:8]3[O:12][N:11]=[C:10]([CH3:13])[C:9]=3[C:14]([OH:16])=[O:15])=[CH:4][CH:3]=2)=[CH:24][CH:23]=1)=[O:37])[CH3:18]. The catalyst class is: 70. (6) Reactant: [Cl:1][C:2]1[N:10]=[C:9]2[C:5]([N:6]=[CH:7][N:8]2[CH:11]([CH3:16])[C:12]([O:14][CH3:15])=[O:13])=[C:4](Cl)[N:3]=1.[NH2:18][CH2:19][CH2:20][C:21]1[C:29]2[C:24](=[CH:25][CH:26]=[CH:27][CH:28]=2)[NH:23][CH:22]=1. Product: [NH:23]1[C:24]2[C:29](=[CH:28][CH:27]=[CH:26][CH:25]=2)[C:21]([CH2:20][CH2:19][NH:18][C:4]2[N:3]=[C:2]([Cl:1])[N:10]=[C:9]3[C:5]=2[N:6]=[CH:7][N:8]3[CH:11]([CH3:16])[C:12]([O:14][CH3:15])=[O:13])=[CH:22]1. The catalyst class is: 41. (7) Reactant: [OH:1][CH:2]1[CH2:7][CH2:6][N:5]([CH3:8])[CH2:4][CH2:3]1.C(OC(N=NC(OC(C)(C)C)=O)=O)(C)(C)C.C1(P(C2C=CC=CC=2)C2C=CC=CC=2)C=CC=CC=1.[Cl:44][C:45]1[N:50]=[CH:49][C:48](O)=[CH:47][N:46]=1. Product: [Cl:44][C:45]1[N:50]=[CH:49][C:48]([O:1][CH:2]2[CH2:7][CH2:6][N:5]([CH3:8])[CH2:4][CH2:3]2)=[CH:47][N:46]=1. The catalyst class is: 54.